This data is from Catalyst prediction with 721,799 reactions and 888 catalyst types from USPTO. The task is: Predict which catalyst facilitates the given reaction. Reactant: [Cl:1][C:2]1[N:9]=[C:8]([NH:10][C:11]2[CH:15]=[C:14]([CH3:16])[NH:13][N:12]=2)[CH:7]=[C:6]([CH3:17])[C:3]=1[C:4]#[N:5].[N:18]1[CH:23]=[CH:22][CH:21]=[CH:20][C:19]=1[O:24][CH2:25][CH2:26][NH2:27].C(=O)([O-])O.[Na+].CS(C)=O. Product: [ClH:1].[ClH:1].[N:18]1[CH:23]=[CH:22][CH:21]=[CH:20][C:19]=1[O:24][CH2:25][CH2:26][NH:27][C:2]1[N:9]=[C:8]([NH:10][C:11]2[CH:15]=[C:14]([CH3:16])[NH:13][N:12]=2)[CH:7]=[C:6]([CH3:17])[C:3]=1[C:4]#[N:5]. The catalyst class is: 6.